Task: Regression. Given a peptide amino acid sequence and an MHC pseudo amino acid sequence, predict their binding affinity value. This is MHC class II binding data.. Dataset: Peptide-MHC class II binding affinity with 134,281 pairs from IEDB (1) The peptide sequence is HPQQFIYAGSLSALL. The MHC is DRB4_0101 with pseudo-sequence DRB4_0103. The binding affinity (normalized) is 0.407. (2) The peptide sequence is SVGSLGRYKDEKDVT. The MHC is DRB1_0101 with pseudo-sequence DRB1_0101. The binding affinity (normalized) is 0.0911. (3) The peptide sequence is RCALHWFPGSHLLAC. The MHC is DRB1_1001 with pseudo-sequence DRB1_1001. The binding affinity (normalized) is 0.205. (4) The peptide sequence is NILTGKKITAHLKRL. The MHC is H-2-IEd with pseudo-sequence H-2-IEd. The binding affinity (normalized) is 0.167. (5) The peptide sequence is YFPPPAAKEDFLGCL. The MHC is DRB1_0301 with pseudo-sequence DRB1_0301. The binding affinity (normalized) is 0.0579.